Predict the reaction yield, written as a fraction of the theoretical maximum amount of product (1.0 means a 100% yield; for example, 0.34 means a 34% yield). From a dataset of Reaction yield outcomes from USPTO patents with 853,638 reactions. (1) The reactants are [C:1]1([C:7]2[CH:12]=[CH:11][C:10]([NH:13][C:14]([C:16]3[C:25](=[O:26])[C:24]4[C:19](=[CH:20][CH:21]=[CH:22][CH:23]=4)[NH:18][CH:17]=3)=[O:15])=[C:9]([CH3:27])[CH:8]=2)[CH2:6][CH2:5][CH2:4][CH2:3][CH:2]=1. The catalyst is [Pd]. The product is [CH:1]1([C:7]2[CH:12]=[CH:11][C:10]([NH:13][C:14]([C:16]3[C:25](=[O:26])[C:24]4[C:19](=[CH:20][CH:21]=[CH:22][CH:23]=4)[NH:18][CH:17]=3)=[O:15])=[C:9]([CH3:27])[CH:8]=2)[CH2:2][CH2:3][CH2:4][CH2:5][CH2:6]1. The yield is 0.570. (2) The reactants are Br[C:2]1[C:3]([O:16][C:17]2[N:26]=[CH:25][C:24]3[C:19](=[CH:20][CH:21]=[CH:22][CH:23]=3)[N:18]=2)=[C:4]2[C:9](=[CH:10][CH:11]=1)[N:8]([C:12](=[O:14])[CH3:13])[C@@H:7]([CH3:15])[CH2:6][CH2:5]2.[CH:27]1([N:30]2[CH:34]=[C:33](B3OC(C)(C)C(C)(C)O3)[CH:32]=[N:31]2)[CH2:29][CH2:28]1.C(=O)([O-])[O-].[Cs+].[Cs+]. The catalyst is O1CCOCC1.O.CC(C1C=C(C(C)C)C(C2C=CC=C(P(C3CCCCC3)C3CCCCC3)C=2)=C(C(C)C)C=1)C.C1C=[C-]C(C2C(N)=CC=CC=2)=CC=1.Cl[Pd+]. The product is [CH:27]1([N:30]2[CH:34]=[C:33]([C:2]3[C:3]([O:16][C:17]4[N:26]=[CH:25][C:24]5[C:19](=[CH:20][CH:21]=[CH:22][CH:23]=5)[N:18]=4)=[C:4]4[C:9](=[CH:10][CH:11]=3)[N:8]([C:12](=[O:14])[CH3:13])[C@@H:7]([CH3:15])[CH2:6][CH2:5]4)[CH:32]=[N:31]2)[CH2:29][CH2:28]1. The yield is 0.450. (3) The reactants are [F:1][C:2]1[CH:10]=[C:9]2[C:5]([C:6]([C:20]3[CH:21]=[N:22][NH:23][CH:24]=3)=[CH:7][N:8]2[S:11]([C:14]2[CH:19]=[CH:18][CH:17]=[CH:16][CH:15]=2)(=[O:13])=[O:12])=[CH:4][CH:3]=1.C([O-])([O-])=O.[K+].[K+].Br[CH2:32][C:33]([NH2:35])=[O:34]. The catalyst is CC#N. The product is [F:1][C:2]1[CH:10]=[C:9]2[C:5]([C:6]([C:20]3[CH:24]=[N:23][N:22]([CH2:32][C:33]([NH2:35])=[O:34])[CH:21]=3)=[CH:7][N:8]2[S:11]([C:14]2[CH:15]=[CH:16][CH:17]=[CH:18][CH:19]=2)(=[O:12])=[O:13])=[CH:4][CH:3]=1. The yield is 0.830. (4) The reactants are Br[C:2]1[S:6][C:5]([C:7]2[CH:8]=[CH:9][C:10]3[CH2:17][CH:16]4[C:18]5([CH2:22][N:21]([CH2:23][C:24]([F:27])([F:26])[F:25])[S:20](=[O:29])(=[O:28])[NH:19]5)[CH:13]([CH2:14][CH2:15]4)[CH2:12][C:11]=3[CH:30]=2)=[N:4][CH:3]=1.[F:31][C:32]1[CH:33]=[C:34](B(O)O)[CH:35]=[CH:36][CH:37]=1.C(=O)([O-])[O-].[K+].[K+].ClCCl. The catalyst is C1(C)C=CC=CC=1.C(O)C.O.C1C=CC(P(C2C=CC=CC=2)[C-]2C=CC=C2)=CC=1.C1C=CC(P(C2C=CC=CC=2)[C-]2C=CC=C2)=CC=1.Cl[Pd]Cl.[Fe+2]. The product is [F:31][C:32]1[CH:37]=[C:36]([C:2]2[S:6][C:5]([C:7]3[CH:8]=[CH:9][C:10]4[CH2:17][CH:16]5[C:18]6([CH2:22][N:21]([CH2:23][C:24]([F:27])([F:26])[F:25])[S:20](=[O:29])(=[O:28])[NH:19]6)[CH:13]([CH2:14][CH2:15]5)[CH2:12][C:11]=4[CH:30]=3)=[N:4][CH:3]=2)[CH:35]=[CH:34][CH:33]=1. The yield is 0.270. (5) The reactants are [Br:1][C:2]1[CH:3]=[C:4]2[C:8](=[CH:9][CH:10]=1)[NH:7][N:6]=[CH:5]2.[C:11](=O)([O-])[O-].[Cs+].[Cs+].IC. The product is [Br:1][C:2]1[CH:3]=[C:4]2[C:8](=[CH:9][CH:10]=1)[N:7]([CH3:11])[N:6]=[CH:5]2. The yield is 0.700. The catalyst is CN(C)C=O. (6) The reactants are [CH3:1][N:2]1[C:6]([C:7](Cl)=[O:8])=[CH:5][C:4]([CH3:10])=[N:3]1.C1COCC1.[C:16]([C:18]1[CH:19]=[C:20]([NH2:24])[CH:21]=[CH:22][CH:23]=1)#[CH:17]. The catalyst is CCN(CC)CC. The product is [C:16]([C:18]1[CH:19]=[C:20]([NH:24][C:7]([C:6]2[N:2]([CH3:1])[N:3]=[C:4]([CH3:10])[CH:5]=2)=[O:8])[CH:21]=[CH:22][CH:23]=1)#[CH:17]. The yield is 0.720. (7) The reactants are [C:1]1([C:11]([C:13]2[CH:14]=[CH:15][C:16]([O:27][CH2:28][CH2:29][CH2:30][CH2:31][CH3:32])=[C:17]3[C:22]=2[CH:21]=[C:20]([O:23][C:24](=[O:26])[CH3:25])[CH:19]=[CH:18]3)=[O:12])[C:10]2[C:5](=[CH:6][CH:7]=[CH:8][CH:9]=2)[CH:4]=[CH:3][CH:2]=1.[Cl-].[Al+3].[Cl-].[Cl-].[C:37]1(C(Cl)=O)[C:46]2[C:41](=[CH:42][CH:43]=[CH:44]C=2)[CH:40]=[CH:39][CH:38]=1.C(OC1C=CC=C2C=1C=CC(OC(=O)C)=C2)CCCC. The catalyst is C(Cl)Cl. The product is [C:1]1([C:11]([C:13]2[CH:14]=[CH:15][C:16]([O:27][CH2:28][CH2:29][CH2:30][CH2:31][CH3:32])=[C:17]3[C:22]=2[CH:21]=[C:20]([O:23][C:24]([C:25]2[C:46]4[C:41](=[CH:40][CH:39]=[CH:38][CH:37]=4)[CH:42]=[CH:43][CH:44]=2)=[O:26])[CH:19]=[CH:18]3)=[O:12])[C:10]2[C:5](=[CH:6][CH:7]=[CH:8][CH:9]=2)[CH:4]=[CH:3][CH:2]=1. The yield is 0.680. (8) The reactants are C([N:4]1[CH2:9][CH2:8][N:7]([C:10]2[CH:15]=[CH:14][C:13]([O:16][CH2:17][CH2:18][CH2:19][C:20]([F:23])([F:22])[F:21])=[CH:12][CH:11]=2)[CH2:6][CH2:5]1)(=O)C.Cl. The catalyst is [OH-].[Na+]. The product is [F:23][C:20]([F:21])([F:22])[CH2:19][CH2:18][CH2:17][O:16][C:13]1[CH:14]=[CH:15][C:10]([N:7]2[CH2:8][CH2:9][NH:4][CH2:5][CH2:6]2)=[CH:11][CH:12]=1. The yield is 0.770.